Predict which catalyst facilitates the given reaction. From a dataset of Catalyst prediction with 721,799 reactions and 888 catalyst types from USPTO. (1) Reactant: [CH2:1]([O:3][C:4]([C:6]1[N:11]=[CH:10][C:9]2[N:12]=[C:13]([C:15]3[CH:16]=[N:17][N:18]([CH2:20][C:21]4[CH:26]=[CH:25][CH:24]=[CH:23][CH:22]=4)[CH:19]=3)[S:14][C:8]=2[C:7]=1[OH:27])=[O:5])[CH3:2].[Br:28]N1C(=O)CCC1=O.C(OOC(=O)C1C=CC=CC=1)(=O)C1C=CC=CC=1. Product: [CH2:1]([O:3][C:4]([C:6]1[N:11]=[C:10]([Br:28])[C:9]2[N:12]=[C:13]([C:15]3[CH:16]=[N:17][N:18]([CH2:20][C:21]4[CH:22]=[CH:23][CH:24]=[CH:25][CH:26]=4)[CH:19]=3)[S:14][C:8]=2[C:7]=1[OH:27])=[O:5])[CH3:2]. The catalyst class is: 48. (2) Reactant: [NH2:1][C:2]1[CH:7]=[CH:6][CH:5]=[CH:4][CH:3]=1.C(N(CC)CC)C.[Cl:15][CH2:16][C:17](Cl)=[O:18]. Product: [Cl:15][CH2:16][C:17]([NH:1][C:2]1[CH:7]=[CH:6][CH:5]=[CH:4][CH:3]=1)=[O:18]. The catalyst class is: 1. (3) Reactant: [CH3:1][C:2]([CH:4]1[C:9]([CH3:11])([CH3:10])[CH2:8][CH:7]=[CH:6][CH:5]1[CH3:12])=[O:3].C[O-].[Na+].C1CCCCCCCCCCC1.[CH3:28][C:29]([C@@H:31]1[C:36]([CH3:38])([CH3:37])[CH2:35][CH:34]=[CH:33][C@H:32]1[CH3:39])=[O:30]. Product: [CH3:1][C:2]([CH:4]1[C:9]([CH3:11])([CH3:10])[CH2:8][CH2:7][CH:6]=[C:5]1[CH3:12])=[O:3].[CH3:28][C:29]([C:31]1[C:36]([CH3:38])([CH3:37])[CH2:35][CH2:34][CH2:33][C:32]=1[CH3:39])=[O:30]. The catalyst class is: 16. (4) Reactant: [H-].[Na+].[Si]([O:10][CH2:11][C:12]([CH3:18])([CH3:17])[C:13]([O:15]C)=O)(C(C)(C)C)(C)C.[C:19](#[N:21])[CH3:20].Cl. Product: [OH:10][CH2:11][C:12]([CH3:17])([CH3:18])[C:13](=[O:15])[CH2:20][C:19]#[N:21]. The catalyst class is: 11.